From a dataset of Forward reaction prediction with 1.9M reactions from USPTO patents (1976-2016). Predict the product of the given reaction. (1) Given the reactants I[C:2]1[CH:21]=[CH:20][C:5]2[N:6]=[C:7]([C:12]3[CH:13]=[C:14]([CH:17]=[CH:18][CH:19]=3)[C:15]#[N:16])[CH2:8][C:9](=[O:11])[NH:10][C:4]=2[CH:3]=1.[C:22]([C:24]1[S:25][CH:26]=[CH:27][CH:28]=1)#[CH:23], predict the reaction product. The product is: [O:11]=[C:9]1[CH2:8][C:7]([C:12]2[CH:13]=[C:14]([CH:17]=[CH:18][CH:19]=2)[C:15]#[N:16])=[N:6][C:5]2[CH:20]=[CH:21][C:2]([C:23]#[C:22][C:24]3[S:25][CH:26]=[CH:27][CH:28]=3)=[CH:3][C:4]=2[NH:10]1. (2) Given the reactants [Br:1][C:2]1[CH:3]=[CH:4][C:5]([O:16][CH2:17][C:18]([F:21])([F:20])[F:19])=[C:6]([C:8]2[CH:13]=[C:12](Cl)[N:11]=[C:10]([NH2:15])[N:9]=2)[CH:7]=1.[Br:22][C:23]1[CH:28]=[CH:27][C:26]([NH2:29])=[CH:25][CH:24]=1, predict the reaction product. The product is: [Br:22][C:23]1[CH:28]=[CH:27][C:26]([NH:29][C:12]2[CH:13]=[C:8]([C:6]3[CH:7]=[C:2]([Br:1])[CH:3]=[CH:4][C:5]=3[O:16][CH2:17][C:18]([F:21])([F:20])[F:19])[N:9]=[C:10]([NH2:15])[N:11]=2)=[CH:25][CH:24]=1. (3) Given the reactants [C:1]([NH:6][CH2:7][C:8]([O:10][CH:11]1[CH2:16][CH2:15][CH:14]([CH2:17][CH2:18][Si:19]([CH3:30])([O:25][Si:26]([CH3:29])([CH3:28])[CH3:27])[O:20][Si:21]([CH3:24])([CH3:23])[CH3:22])[CH2:13][CH:12]1[OH:31])=[O:9])(=[O:5])[C:2]([CH3:4])=[CH2:3].C1(C)C=CC=CC=1.[C:39]1(=[O:45])[O:44][C:42](=[O:43])[CH2:41][CH2:40]1.C1(C=CC(O)=CC=1)O, predict the reaction product. The product is: [CH3:29][Si:26]([CH3:27])([CH3:28])[O:25][Si:19]([CH2:18][CH2:17][CH:14]1[CH2:13][CH:12]([O:31][C:39](=[O:45])[CH2:40][CH2:41][C:42]([OH:44])=[O:43])[CH:11]([O:10][C:8](=[O:9])[CH2:7][NH:6][C:1](=[O:5])[C:2]([CH3:4])=[CH2:3])[CH2:16][CH2:15]1)([CH3:30])[O:20][Si:21]([CH3:24])([CH3:23])[CH3:22]. (4) Given the reactants [NH:1]([CH2:5][CH2:6][OH:7])[CH2:2][CH2:3][OH:4].[C:8](Cl)([C:21]1[CH:26]=[CH:25][CH:24]=[CH:23][CH:22]=1)([C:15]1[CH:20]=[CH:19][CH:18]=[CH:17][CH:16]=1)[C:9]1[CH:14]=[CH:13][CH:12]=[CH:11][CH:10]=1, predict the reaction product. The product is: [C:8]([N:1]([CH2:5][CH2:6][OH:7])[CH2:2][CH2:3][OH:4])([C:9]1[CH:14]=[CH:13][CH:12]=[CH:11][CH:10]=1)([C:21]1[CH:22]=[CH:23][CH:24]=[CH:25][CH:26]=1)[C:15]1[CH:16]=[CH:17][CH:18]=[CH:19][CH:20]=1. (5) Given the reactants Cl[C:2]1[C:11]2[C:10](=[O:12])[N:9]([CH3:13])[CH:8]=[N:7][C:6]=2[CH:5]=[C:4](Cl)[N:3]=1.[O:15]1[CH2:20][CH2:19][N:18]([C:21]2[CH:26]=[CH:25][C:24](B3OC(C)(C)C(C)(C)O3)=[CH:23][CH:22]=2)[CH2:17][CH2:16]1.[C:36]([O-:39])([O-])=O.[Na+].[Na+], predict the reaction product. The product is: [CH3:13][N:9]1[C:10](=[O:12])[C:11]2[C:2]([C:24]3[CH:23]=[CH:22][C:21]([N:18]4[CH2:17][CH2:16][O:15][CH2:20][CH2:19]4)=[CH:26][CH:25]=3)=[N:3][C:4]([C:24]3[CH:25]=[CH:26][C:21]([N:18]4[CH2:19][CH2:36][O:39][CH2:16][CH2:17]4)=[CH:22][CH:23]=3)=[CH:5][C:6]=2[N:7]=[CH:8]1. (6) Given the reactants [Li]CCCC.C(#N)C.[Li].C(#N)C.[CH3:13][C:14]1([S:17][CH2:16]1)[CH3:15].[OH-:18].[Na+].[O:20]1[CH2:24][CH2:23]CC1, predict the reaction product. The product is: [SH:17][C:14]([CH3:13])([CH3:15])[CH2:16][CH2:23][C:24]([OH:20])=[O:18].